Task: Predict the product of the given reaction.. Dataset: Forward reaction prediction with 1.9M reactions from USPTO patents (1976-2016) (1) Given the reactants [CH2:1]([N:3]1[CH2:8][CH:7]=[C:6]([C:9]2[CH:14]=[CH:13][CH:12]=[C:11]([C:15]3([CH3:20])[O:19][CH2:18][CH2:17][O:16]3)[C:10]=2[F:21])[CH2:5][CH2:4]1)[CH3:2].Cl.CS(OC1C=CC=C(C2CCNCC2)C=1F)(=O)=O, predict the reaction product. The product is: [CH2:1]([N:3]1[CH2:8][CH2:7][CH:6]([C:9]2[CH:14]=[CH:13][CH:12]=[C:11]([C:15]3([CH3:20])[O:16][CH2:17][CH2:18][O:19]3)[C:10]=2[F:21])[CH2:5][CH2:4]1)[CH3:2]. (2) The product is: [OH:24][B:15]1[C:14]2[CH:25]=[C:10]([O:9][C:5]3[CH:4]=[C:3]([C:1](=[NH:2])[NH:28][OH:29])[CH:8]=[CH:7][N:6]=3)[CH:11]=[C:12]([CH3:26])[C:13]=2[CH:17]([CH2:18][C:19]([O:21][CH2:22][CH3:23])=[O:20])[O:16]1. Given the reactants [C:1]([C:3]1[CH:8]=[CH:7][N:6]=[C:5]([O:9][C:10]2[CH:11]=[C:12]([CH3:26])[C:13]3[CH:17]([CH2:18][C:19]([O:21][CH2:22][CH3:23])=[O:20])[O:16][B:15]([OH:24])[C:14]=3[CH:25]=2)[CH:4]=1)#[N:2].Cl.[NH2:28][OH:29].C(N(CC)CC)C, predict the reaction product. (3) Given the reactants [CH3:1][C:2]([CH3:27])([CH3:26])[C:3]([O:5][CH2:6][N:7]1[C:15](=[O:16])[C:14]2[NH:13][CH:12]=[N:11][C:10]=2[N:9]([CH2:17][O:18][C:19](=[O:24])[C:20]([CH3:23])([CH3:22])[CH3:21])[C:8]1=[O:25])=[O:4].Br[CH2:29][C:30]#[C:31][CH3:32].C(=O)([O-])[O-].[K+].[K+], predict the reaction product. The product is: [CH3:1][C:2]([CH3:27])([CH3:26])[C:3]([O:5][CH2:6][N:7]1[C:15](=[O:16])[C:14]2[N:13]([CH2:29][C:30]#[C:31][CH3:32])[CH:12]=[N:11][C:10]=2[N:9]([CH2:17][O:18][C:19](=[O:24])[C:20]([CH3:21])([CH3:23])[CH3:22])[C:8]1=[O:25])=[O:4]. (4) Given the reactants [Br:1][C:2]1[CH:3]=[C:4]2[C:9](=[CH:10][CH:11]=1)[C:8](=[O:12])[N:7]([CH2:13][C:14]1[CH:19]=[CH:18][C:17]([S:20]([CH3:23])(=[O:22])=[O:21])=[CH:16][CH:15]=1)[C:6]([CH:24]=[O:25])=[C:5]2[C:26]1[CH:31]=[CH:30][CH:29]=[CH:28][CH:27]=1.[CH3:32][Mg]Br.O, predict the reaction product. The product is: [Br:1][C:2]1[CH:3]=[C:4]2[C:9](=[CH:10][CH:11]=1)[C:8](=[O:12])[N:7]([CH2:13][C:14]1[CH:15]=[CH:16][C:17]([S:20]([CH3:23])(=[O:21])=[O:22])=[CH:18][CH:19]=1)[C:6]([CH:24]([OH:25])[CH3:32])=[C:5]2[C:26]1[CH:27]=[CH:28][CH:29]=[CH:30][CH:31]=1.